Dataset: Full USPTO retrosynthesis dataset with 1.9M reactions from patents (1976-2016). Task: Predict the reactants needed to synthesize the given product. (1) Given the product [Cl:1][C:2]1[CH:3]=[C:4]2[C:8](=[CH:9][CH:10]=1)[NH:7][CH:6]=[C:5]2[CH2:11][CH2:12][NH:13][C:14](=[O:23])[C:15]1[CH:20]=[CH:19][C:18]([CH2:21][C:28]2[CH:29]=[CH:30][C:25]([F:24])=[CH:26][CH:27]=2)=[CH:17][CH:16]=1, predict the reactants needed to synthesize it. The reactants are: [Cl:1][C:2]1[CH:3]=[C:4]2[C:8](=[CH:9][CH:10]=1)[NH:7][CH:6]=[C:5]2[CH2:11][CH2:12][NH:13][C:14](=[O:23])[C:15]1[CH:20]=[CH:19][C:18]([CH2:21]Cl)=[CH:17][CH:16]=1.[F:24][C:25]1[CH:30]=[CH:29][C:28](B(O)O)=[CH:27][CH:26]=1.C(=O)([O-])[O-].[Na+].[Na+].[I-].[Na+]. (2) Given the product [NH:31]([C:25]([C:24]1[CH:23]=[CH:22][C:21]([C:19]([NH:18][C:15]2[CH:16]=[CH:17][C:11]3[N:10]=[C:9]([C:6]4[CH:5]=[CH:4][C:3]([O:2][CH3:1])=[CH:8][CH:7]=4)[NH:13][C:12]=3[CH:14]=2)=[O:20])=[CH:30][CH:29]=1)=[O:26])[NH2:32], predict the reactants needed to synthesize it. The reactants are: [CH3:1][O:2][C:3]1[CH:8]=[CH:7][C:6]([C:9]2[NH:13][C:12]3[CH:14]=[C:15]([NH:18][C:19]([C:21]4[CH:30]=[CH:29][C:24]([C:25](OC)=[O:26])=[CH:23][CH:22]=4)=[O:20])[CH:16]=[CH:17][C:11]=3[N:10]=2)=[CH:5][CH:4]=1.[NH2:31][NH2:32]. (3) The reactants are: [Cl:1][C:2]1[CH:7]=[CH:6][C:5]([C:8]2[CH:9]=[C:10]([C:20](O)=[O:21])[CH:11]=[N:12][C:13]=2[O:14][CH2:15][C:16]([F:19])([F:18])[F:17])=[CH:4][CH:3]=1.[NH2:23][N:24]1[CH2:29][CH2:28][CH:27]([OH:30])[CH2:26][CH2:25]1. Given the product [Cl:1][C:2]1[CH:7]=[CH:6][C:5]([C:8]2[CH:9]=[C:10]([C:20]([NH:23][N:24]3[CH2:29][CH2:28][CH:27]([OH:30])[CH2:26][CH2:25]3)=[O:21])[CH:11]=[N:12][C:13]=2[O:14][CH2:15][C:16]([F:19])([F:18])[F:17])=[CH:4][CH:3]=1, predict the reactants needed to synthesize it.